From a dataset of Forward reaction prediction with 1.9M reactions from USPTO patents (1976-2016). Predict the product of the given reaction. (1) Given the reactants [Si:1]([O:18][C:19]1(O)[C:29]2[C:24](=[N:25][CH:26]=[C:27]([Cl:30])[CH:28]=2)[CH:23]=[CH:22][C:21]2[CH:31]=[N:32][C:33](Cl)=[CH:34][C:20]1=2)([C:14]([CH3:17])([CH3:16])[CH3:15])([C:8]1[CH:13]=[CH:12][CH:11]=[CH:10][CH:9]=1)[C:2]1[CH:7]=[CH:6][CH:5]=[CH:4][CH:3]=1.C([Sn](CCCC)(CCCC)[C:42]([O:44][CH2:45][CH3:46])=[CH2:43])CCC, predict the reaction product. The product is: [Si:1]([O:18][CH:19]1[C:29]2[C:24](=[N:25][CH:26]=[C:27]([Cl:30])[CH:28]=2)[CH:23]=[CH:22][C:21]2[CH:31]=[N:32][C:33]([C:42]([O:44][CH2:45][CH3:46])=[CH2:43])=[CH:34][C:20]1=2)([C:14]([CH3:16])([CH3:17])[CH3:15])([C:2]1[CH:3]=[CH:4][CH:5]=[CH:6][CH:7]=1)[C:8]1[CH:9]=[CH:10][CH:11]=[CH:12][CH:13]=1. (2) Given the reactants [CH3:1][C:2]([O:5][C:6]([N:8]1[CH2:13][CH2:12][CH:11]([CH:14]([NH:18][C:19]([O:21][CH2:22][CH:23]2[C:35]3[C:30](=[CH:31][CH:32]=[CH:33][CH:34]=3)[C:29]3[C:24]2=[CH:25][CH:26]=[CH:27][CH:28]=3)=[O:20])[C:15](O)=[O:16])[CH2:10][CH2:9]1)=[O:7])([CH3:4])[CH3:3].ClC(OCC)=O.[BH4-].[Na+], predict the reaction product. The product is: [C:6]([N:8]1[CH2:13][CH2:12][CH:11]([CH:14]([NH:18][C:19]([O:21][CH2:22][CH:23]2[C:35]3[C:30](=[CH:31][CH:32]=[CH:33][CH:34]=3)[C:29]3[C:24]2=[CH:25][CH:26]=[CH:27][CH:28]=3)=[O:20])[CH2:15][OH:16])[CH2:10][CH2:9]1)([O:5][C:2]([CH3:4])([CH3:3])[CH3:1])=[O:7].